From a dataset of Catalyst prediction with 721,799 reactions and 888 catalyst types from USPTO. Predict which catalyst facilitates the given reaction. Reactant: Br[C:2]1[N:10]([CH2:11][CH:12]=[C:13]([CH3:15])[CH3:14])[C:9]2[C:8](=[O:16])[NH:7][C:6](=[O:17])[N:5]([CH3:18])[C:4]=2[N:3]=1.Cl.[NH2:20][CH2:21][C:22]([CH3:25])([SH:24])[CH3:23].C(=O)([O-])[O-].[Cs+].[Cs+]. Product: [NH2:20][CH2:21][C:22]([S:24][C:2]1[N:10]([CH2:11][CH:12]=[C:13]([CH3:15])[CH3:14])[C:9]2[C:8](=[O:16])[NH:7][C:6](=[O:17])[N:5]([CH3:18])[C:4]=2[N:3]=1)([CH3:25])[CH3:23]. The catalyst class is: 3.